This data is from Full USPTO retrosynthesis dataset with 1.9M reactions from patents (1976-2016). The task is: Predict the reactants needed to synthesize the given product. (1) Given the product [F:22][CH:20]([F:21])[N:18]1[CH:19]=[C:15]([S:12]([N:9]2[CH2:8][C@H:7]([CH2:24][OH:25])[CH2:6][C:5]3[N:4]=[CH:3][C:2]([NH:1][C:28](=[O:29])[C@@H:27]([CH3:26])[C:31]([CH3:34])([CH3:33])[CH3:32])=[CH:11][C:10]2=3)(=[O:14])=[O:13])[C:16]([CH3:23])=[N:17]1, predict the reactants needed to synthesize it. The reactants are: [NH2:1][C:2]1[CH:11]=[C:10]2[C:5]([CH2:6][CH:7]([CH2:24][OH:25])[CH2:8][N:9]2[S:12]([C:15]2[C:16]([CH3:23])=[N:17][N:18]([CH:20]([F:22])[F:21])[CH:19]=2)(=[O:14])=[O:13])=[N:4][CH:3]=1.[CH3:26][CH:27]([C:31]([CH3:34])([CH3:33])[CH3:32])[C:28](O)=[O:29].CN(C(ON1N=NC2C=CC=NC1=2)=[N+](C)C)C.F[P-](F)(F)(F)(F)F.C(N(CC)C(C)C)(C)C. (2) Given the product [S:22]1[CH:26]=[CH:25][C:24]([S:27]([O:1][C:2]2[C:10]([O:11][CH3:12])=[CH:9][C:8]([I:13])=[C:7]3[C:3]=2[CH2:4][NH:5][C:6]3=[O:14])(=[O:29])=[O:28])=[CH:23]1, predict the reactants needed to synthesize it. The reactants are: [OH:1][C:2]1[C:10]([O:11][CH3:12])=[CH:9][C:8]([I:13])=[C:7]2[C:3]=1[CH2:4][NH:5][C:6]2=[O:14].C(N(CC)CC)C.[S:22]1[CH:26]=[CH:25][C:24]([S:27](Cl)(=[O:29])=[O:28])=[CH:23]1. (3) Given the product [CH3:1][N:2]([CH3:26])[C:3]1[CH:8]=[CH:7][C:6]([CH:9]([C:19]2[CH:24]=[CH:23][C:22]([CH3:25])=[CH:21][CH:20]=2)[CH2:10][C:11]([C:13]2[CH:18]=[CH:17][N:16]=[CH:15][CH:14]=2)=[N:28][OH:29])=[CH:5][CH:4]=1, predict the reactants needed to synthesize it. The reactants are: [CH3:1][N:2]([CH3:26])[C:3]1[CH:8]=[CH:7][C:6]([CH:9]([C:19]2[CH:24]=[CH:23][C:22]([CH3:25])=[CH:21][CH:20]=2)[CH2:10][C:11]([C:13]2[CH:18]=[CH:17][N:16]=[CH:15][CH:14]=2)=O)=[CH:5][CH:4]=1.Cl.[NH2:28][OH:29].C([O-])(O)=O.[Na+]. (4) Given the product [F:18][C:12]1[CH:13]=[C:14]([F:17])[CH:15]=[CH:16][C:11]=1[N:9]1[C:8]2[CH2:19][CH:20]3[CH2:22][CH:21]3[C:7]=2[C:6]([C:4]([OH:5])=[O:3])=[N:10]1, predict the reactants needed to synthesize it. The reactants are: C([O:3][C:4]([C:6]1[C:7]2[CH:21]3[CH2:22][CH:20]3[CH2:19][C:8]=2[N:9]([C:11]2[CH:16]=[CH:15][C:14]([F:17])=[CH:13][C:12]=2[F:18])[N:10]=1)=[O:5])C.COC(C1C2C3CC3CC=2N(C2C=CC(F)=CC=2F)N=1)=O.[OH-].[Na+]. (5) Given the product [CH2:32]([N:11]([C:12]1[C:13]([CH:22]=[CH2:23])=[N:14][CH:15]=[C:16]([CH:21]=1)[C:17]([O:19][CH3:20])=[O:18])[S:8]([C:4]1[CH:5]=[CH:6][CH:7]=[C:2]([CH3:1])[CH:3]=1)(=[O:9])=[O:10])[CH:31]=[CH2:30], predict the reactants needed to synthesize it. The reactants are: [CH3:1][C:2]1[CH:3]=[C:4]([S:8]([NH:11][C:12]2[C:13]([CH:22]=[CH2:23])=[N:14][CH:15]=[C:16]([CH:21]=2)[C:17]([O:19][CH3:20])=[O:18])(=[O:10])=[O:9])[CH:5]=[CH:6][CH:7]=1.C(=O)([O-])[O-].[K+].[K+].[CH2:30](I)[CH:31]=[CH2:32]. (6) Given the product [F:14][C:11]1[CH:12]=[CH:13][C:8]([C:6](=[O:7])[CH2:5][CH2:4][CH2:3][CH2:2][N:15]2[CH2:20][CH2:19][CH:18]([C:21]3[CH:22]=[C:23]([NH:27][C:28]([CH:30]4[CH2:31][CH2:32]4)=[O:29])[CH:24]=[CH:25][CH:26]=3)[CH2:17][CH2:16]2)=[CH:9][CH:10]=1, predict the reactants needed to synthesize it. The reactants are: Cl[CH2:2][CH2:3][CH2:4][CH2:5][C:6]([C:8]1[CH:13]=[CH:12][C:11]([F:14])=[CH:10][CH:9]=1)=[O:7].[NH:15]1[CH2:20][CH2:19][CH:18]([C:21]2[CH:22]=[C:23]([NH:27][C:28]([CH:30]3[CH2:32][CH2:31]3)=[O:29])[CH:24]=[CH:25][CH:26]=2)[CH2:17][CH2:16]1.